This data is from NCI-60 drug combinations with 297,098 pairs across 59 cell lines. The task is: Regression. Given two drug SMILES strings and cell line genomic features, predict the synergy score measuring deviation from expected non-interaction effect. (1) Drug 1: CN1CCC(CC1)COC2=C(C=C3C(=C2)N=CN=C3NC4=C(C=C(C=C4)Br)F)OC. Drug 2: C1=NC2=C(N=C(N=C2N1C3C(C(C(O3)CO)O)O)F)N. Cell line: EKVX. Synergy scores: CSS=17.4, Synergy_ZIP=-4.97, Synergy_Bliss=-0.658, Synergy_Loewe=-20.3, Synergy_HSA=-3.25. (2) Cell line: HS 578T. Drug 2: C(CN)CNCCSP(=O)(O)O. Drug 1: COC1=NC(=NC2=C1N=CN2C3C(C(C(O3)CO)O)O)N. Synergy scores: CSS=-11.9, Synergy_ZIP=5.45, Synergy_Bliss=6.03, Synergy_Loewe=-2.18, Synergy_HSA=-2.38. (3) Drug 1: CN1C2=C(C=C(C=C2)N(CCCl)CCCl)N=C1CCCC(=O)O.Cl. Drug 2: C1CN(P(=O)(OC1)NCCCl)CCCl. Cell line: SF-539. Synergy scores: CSS=5.33, Synergy_ZIP=-1.63, Synergy_Bliss=0.614, Synergy_Loewe=-3.96, Synergy_HSA=-2.23. (4) Drug 1: CC1=C2C(C(=O)C3(C(CC4C(C3C(C(C2(C)C)(CC1OC(=O)C(C(C5=CC=CC=C5)NC(=O)OC(C)(C)C)O)O)OC(=O)C6=CC=CC=C6)(CO4)OC(=O)C)O)C)O. Drug 2: CNC(=O)C1=NC=CC(=C1)OC2=CC=C(C=C2)NC(=O)NC3=CC(=C(C=C3)Cl)C(F)(F)F. Cell line: U251. Synergy scores: CSS=51.3, Synergy_ZIP=40.2, Synergy_Bliss=36.3, Synergy_Loewe=30.4, Synergy_HSA=31.6. (5) Drug 1: C1=NC2=C(N1)C(=S)N=CN2. Drug 2: CC1=C(C(=O)C2=C(C1=O)N3CC4C(C3(C2COC(=O)N)OC)N4)N. Cell line: UACC62. Synergy scores: CSS=44.1, Synergy_ZIP=-0.195, Synergy_Bliss=0.831, Synergy_Loewe=-0.669, Synergy_HSA=3.87. (6) Drug 1: CCCCCOC(=O)NC1=NC(=O)N(C=C1F)C2C(C(C(O2)C)O)O. Drug 2: C1C(C(OC1N2C=NC3=C2NC=NCC3O)CO)O. Cell line: COLO 205. Synergy scores: CSS=7.91, Synergy_ZIP=-1.81, Synergy_Bliss=5.33, Synergy_Loewe=4.87, Synergy_HSA=4.87. (7) Drug 1: C1=CC=C(C(=C1)C(C2=CC=C(C=C2)Cl)C(Cl)Cl)Cl. Drug 2: C1C(C(OC1N2C=NC3=C2NC=NCC3O)CO)O. Cell line: MCF7. Synergy scores: CSS=8.15, Synergy_ZIP=2.01, Synergy_Bliss=-1.17, Synergy_Loewe=1.30, Synergy_HSA=1.87.